From a dataset of Full USPTO retrosynthesis dataset with 1.9M reactions from patents (1976-2016). Predict the reactants needed to synthesize the given product. (1) Given the product [Cl:10][C:11]1[N:16]=[C:15]([C:17]2[S:21][C:20]3[CH:22]=[CH:23][CH:24]=[C:25]([C:26]([NH2:4])=[O:27])[C:19]=3[CH:18]=2)[C:14]([Cl:29])=[CH:13][N:12]=1, predict the reactants needed to synthesize it. The reactants are: C([N:4](C(C)C)CC)(C)C.[Cl:10][C:11]1[N:16]=[C:15]([C:17]2[S:21][C:20]3[CH:22]=[CH:23][CH:24]=[C:25]([C:26](O)=[O:27])[C:19]=3[CH:18]=2)[C:14]([Cl:29])=[CH:13][N:12]=1.N.CO.F[P-](F)(F)(F)(F)F.N1(O[P+](N(C)C)(N(C)C)N(C)C)C2C=CC=CC=2N=N1. (2) Given the product [Cl:17][C:14]1[CH:15]=[CH:16][C:11]([N:8]2[CH2:9][CH2:10][CH:5]([C:3](=[O:4])[CH2:2][N:25]3[C:21]([CH3:20])=[CH:22][C:23]([C:26]([F:29])([F:28])[F:27])=[N:24]3)[CH2:6][CH2:7]2)=[CH:12][C:13]=1[O:18][CH3:19], predict the reactants needed to synthesize it. The reactants are: Cl[CH2:2][C:3]([CH:5]1[CH2:10][CH2:9][N:8]([C:11]2[CH:16]=[CH:15][C:14]([Cl:17])=[C:13]([O:18][CH3:19])[CH:12]=2)[CH2:7][CH2:6]1)=[O:4].[CH3:20][C:21]1[NH:25][N:24]=[C:23]([C:26]([F:29])([F:28])[F:27])[CH:22]=1.C(=O)([O-])[O-].[K+].[K+]. (3) Given the product [C:19]1([C:24]2[CH:29]=[CH:28][CH:27]=[CH:26][CH:25]=2)[CH:20]=[CH:21][CH:22]=[CH:23][C:18]=1[CH2:17][N:8]1[C:9]2[C:14](=[N:13][CH:12]=[CH:11][CH:10]=2)[C:15](=[O:16])[C:6]([C:4]([OH:5])=[O:3])=[CH:7]1, predict the reactants needed to synthesize it. The reactants are: C([O:3][C:4]([C:6]1[C:15](=[O:16])[C:14]2[C:9](=[CH:10][CH:11]=[CH:12][N:13]=2)[N:8]([CH2:17][C:18]2[CH:23]=[CH:22][CH:21]=[CH:20][C:19]=2[C:24]2[CH:29]=[CH:28][CH:27]=[CH:26][CH:25]=2)[CH:7]=1)=[O:5])C.O[Li].O.Cl. (4) Given the product [CH3:18][O:17][C:13](=[O:16])[CH2:14][CH2:15][C:8]([C:6]1[CH:7]=[C:2]([Br:1])[CH:3]=[CH:4][C:5]=1[O:11][CH3:12])([C:9]#[N:10])[CH2:15][CH2:14][C:13]([O:17][CH3:18])=[O:16], predict the reactants needed to synthesize it. The reactants are: [Br:1][C:2]1[CH:3]=[CH:4][C:5]([O:11][CH3:12])=[C:6]([CH2:8][C:9]#[N:10])[CH:7]=1.[C:13]([O:17][CH3:18])(=[O:16])[CH:14]=[CH2:15].